From a dataset of Full USPTO retrosynthesis dataset with 1.9M reactions from patents (1976-2016). Predict the reactants needed to synthesize the given product. (1) Given the product [Cl:9][C:10]1[CH:17]=[CH:16][C:13]([CH:14]([OH:15])[CH2:21][C:22](=[O:23])[CH3:24])=[CH:12][C:11]=1[F:18], predict the reactants needed to synthesize it. The reactants are: N1CCC[C@H]1C(O)=O.[Cl:9][C:10]1[CH:17]=[CH:16][C:13]([CH:14]=[O:15])=[CH:12][C:11]=1[F:18].[Cl-].[NH4+].[CH3:21][C:22]([CH3:24])=[O:23]. (2) Given the product [Cl:1][C:2]1[C:3]2[CH:13]=[CH:12][CH:11]=[CH:10][C:4]=2[S:5][C:6]=1[C:7]([NH:20][C:21]1[CH:22]=[CH:23][C:24]([NH:27][C:28]([C:30]2[O:31][CH:32]=[CH:33][CH:34]=2)=[O:29])=[CH:25][CH:26]=1)=[O:9], predict the reactants needed to synthesize it. The reactants are: [Cl:1][C:2]1[C:3]2[CH:13]=[CH:12][CH:11]=[CH:10][C:4]=2[S:5][C:6]=1[C:7]([OH:9])=O.C(Cl)(=O)C(Cl)=O.[NH2:20][C:21]1[CH:26]=[CH:25][C:24]([NH:27][C:28]([C:30]2[O:31][CH:32]=[CH:33][CH:34]=2)=[O:29])=[CH:23][CH:22]=1. (3) Given the product [NH2:40][C:39]1[C:34]2[C:33](=[CH:38][CH:37]=[N:36][CH:35]=2)[NH:32][C:25](=[O:27])[C:24]=1[C:22]1[NH:21][C:20]2[CH:30]=[CH:31][C:17]([N:11]3[CH2:12][CH2:13][O:14][CH2:15][CH2:16]3)=[CH:18][C:19]=2[N:23]=1, predict the reactants needed to synthesize it. The reactants are: [Li+].C[Si]([N-][Si](C)(C)C)(C)C.[N:11]1([C:17]2[CH:31]=[CH:30][C:20]3[NH:21][C:22]([CH2:24][C:25]([O:27]CC)=O)=[N:23][C:19]=3[CH:18]=2)[CH2:16][CH2:15][O:14][CH2:13][CH2:12]1.[NH2:32][C:33]1[CH:38]=[CH:37][N:36]=[CH:35][C:34]=1[C:39]#[N:40]. (4) Given the product [Cl:1][C:2]1[CH:7]=[CH:6][C:5](/[CH:8]=[CH:9]/[C:10]2[O:11][CH:12]=[C:13]([CH2:15][O:16][C:17]3[CH:31]=[CH:30][C:20]([CH2:21][S:22]([CH2:23][CH2:24][N:25]4[CH:29]=[CH:28][N:27]=[N:26]4)=[O:41])=[CH:19][CH:18]=3)[N:14]=2)=[C:4]([F:32])[CH:3]=1, predict the reactants needed to synthesize it. The reactants are: [Cl:1][C:2]1[CH:7]=[CH:6][C:5](/[CH:8]=[CH:9]/[C:10]2[O:11][CH:12]=[C:13]([CH2:15][O:16][C:17]3[CH:31]=[CH:30][C:20]([CH2:21][S:22][CH2:23][CH2:24][N:25]4[CH:29]=[CH:28][N:27]=[N:26]4)=[CH:19][CH:18]=3)[N:14]=2)=[C:4]([F:32])[CH:3]=1.ClC1C=C(C(OO)=[O:41])C=CC=1. (5) Given the product [OH:31][C:23]1([OH:29])[C:22](=[O:33])[C:21]2[C:25](=[CH:26][CH:27]=[C:19]([C:16]3[CH:15]=[CH:14][C:13]([C:8]4[CH:9]=[C:10]5[C:5](=[CH:6][CH:7]=4)[C:4](=[O:34])[C:3]([OH:35])([OH:2])[C:11]5=[O:12])=[CH:18][CH:17]=3)[CH:20]=2)[C:24]1=[O:28], predict the reactants needed to synthesize it. The reactants are: C[O:2][C:3]1([O:35]C)[C:11](=[O:12])[C:10]2[C:5](=[CH:6][CH:7]=[C:8]([C:13]3[CH:18]=[CH:17][C:16]([C:19]4[CH:20]=[C:21]5[C:25](=[CH:26][CH:27]=4)[C:24](=[O:28])[C:23]([O:31]C)([O:29]C)[C:22]5=[O:33])=[CH:15][CH:14]=3)[CH:9]=2)[C:4]1=[O:34].C(O)(=O)C.Br.